From a dataset of NCI-60 drug combinations with 297,098 pairs across 59 cell lines. Regression. Given two drug SMILES strings and cell line genomic features, predict the synergy score measuring deviation from expected non-interaction effect. (1) Drug 1: CC1CCC2CC(C(=CC=CC=CC(CC(C(=O)C(C(C(=CC(C(=O)CC(OC(=O)C3CCCCN3C(=O)C(=O)C1(O2)O)C(C)CC4CCC(C(C4)OC)O)C)C)O)OC)C)C)C)OC. Drug 2: C1=CN(C=N1)CC(O)(P(=O)(O)O)P(=O)(O)O. Cell line: NCI-H226. Synergy scores: CSS=8.67, Synergy_ZIP=-2.64, Synergy_Bliss=-0.389, Synergy_Loewe=-1.87, Synergy_HSA=0.362. (2) Drug 1: CC(C)(C#N)C1=CC(=CC(=C1)CN2C=NC=N2)C(C)(C)C#N. Drug 2: C1=NC2=C(N=C(N=C2N1C3C(C(C(O3)CO)O)F)Cl)N. Cell line: SK-MEL-28. Synergy scores: CSS=5.94, Synergy_ZIP=-4.20, Synergy_Bliss=0.721, Synergy_Loewe=-5.86, Synergy_HSA=0.996. (3) Drug 1: COC1=CC(=CC(=C1O)OC)C2C3C(COC3=O)C(C4=CC5=C(C=C24)OCO5)OC6C(C(C7C(O6)COC(O7)C8=CC=CS8)O)O. Drug 2: C1CN(P(=O)(OC1)NCCCl)CCCl. Cell line: OVCAR-5. Synergy scores: CSS=6.39, Synergy_ZIP=-7.79, Synergy_Bliss=-3.80, Synergy_Loewe=-25.0, Synergy_HSA=-4.88. (4) Drug 1: CS(=O)(=O)C1=CC(=C(C=C1)C(=O)NC2=CC(=C(C=C2)Cl)C3=CC=CC=N3)Cl. Drug 2: C1CNP(=O)(OC1)N(CCCl)CCCl. Cell line: LOX IMVI. Synergy scores: CSS=7.51, Synergy_ZIP=-1.41, Synergy_Bliss=-0.778, Synergy_Loewe=-7.18, Synergy_HSA=-1.96. (5) Drug 1: CCN(CC)CCCC(C)NC1=C2C=C(C=CC2=NC3=C1C=CC(=C3)Cl)OC. Drug 2: CN(C(=O)NC(C=O)C(C(C(CO)O)O)O)N=O. Cell line: HOP-62. Synergy scores: CSS=18.5, Synergy_ZIP=-3.99, Synergy_Bliss=-2.92, Synergy_Loewe=-23.8, Synergy_HSA=-7.55.